The task is: Regression. Given two drug SMILES strings and cell line genomic features, predict the synergy score measuring deviation from expected non-interaction effect.. This data is from NCI-60 drug combinations with 297,098 pairs across 59 cell lines. (1) Drug 1: CC12CCC3C(C1CCC2=O)CC(=C)C4=CC(=O)C=CC34C. Drug 2: C1=NC2=C(N1)C(=S)N=CN2. Cell line: HT29. Synergy scores: CSS=28.9, Synergy_ZIP=-2.77, Synergy_Bliss=-1.22, Synergy_Loewe=-7.74, Synergy_HSA=-0.138. (2) Drug 1: C1=CC(=CC=C1CCCC(=O)O)N(CCCl)CCCl. Drug 2: C1=NC2=C(N1)C(=S)N=C(N2)N. Cell line: NCI-H460. Synergy scores: CSS=65.5, Synergy_ZIP=-4.74, Synergy_Bliss=-6.42, Synergy_Loewe=-5.52, Synergy_HSA=-2.55. (3) Drug 1: CCC(=C(C1=CC=CC=C1)C2=CC=C(C=C2)OCCN(C)C)C3=CC=CC=C3.C(C(=O)O)C(CC(=O)O)(C(=O)O)O. Drug 2: C1=CN(C=N1)CC(O)(P(=O)(O)O)P(=O)(O)O. Cell line: NCIH23. Synergy scores: CSS=0.332, Synergy_ZIP=2.52, Synergy_Bliss=4.85, Synergy_Loewe=0.212, Synergy_HSA=0.258. (4) Drug 1: C#CCC(CC1=CN=C2C(=N1)C(=NC(=N2)N)N)C3=CC=C(C=C3)C(=O)NC(CCC(=O)O)C(=O)O. Drug 2: C(CN)CNCCSP(=O)(O)O. Cell line: RPMI-8226. Synergy scores: CSS=0.506, Synergy_ZIP=-2.23, Synergy_Bliss=-6.41, Synergy_Loewe=1.18, Synergy_HSA=-9.79. (5) Drug 1: C#CCC(CC1=CN=C2C(=N1)C(=NC(=N2)N)N)C3=CC=C(C=C3)C(=O)NC(CCC(=O)O)C(=O)O. Drug 2: C1C(C(OC1N2C=NC(=NC2=O)N)CO)O. Cell line: HCT116. Synergy scores: CSS=27.3, Synergy_ZIP=-1.91, Synergy_Bliss=-2.70, Synergy_Loewe=3.44, Synergy_HSA=2.68. (6) Drug 1: C1CN(CCN1C(=O)CCBr)C(=O)CCBr. Drug 2: CN(C(=O)NC(C=O)C(C(C(CO)O)O)O)N=O. Cell line: SK-MEL-28. Synergy scores: CSS=4.02, Synergy_ZIP=-4.32, Synergy_Bliss=-3.83, Synergy_Loewe=-2.40, Synergy_HSA=-2.20. (7) Drug 1: C1=CC(=C2C(=C1NCCNCCO)C(=O)C3=C(C=CC(=C3C2=O)O)O)NCCNCCO. Drug 2: C1=NC2=C(N1)C(=S)N=CN2. Cell line: HCT-15. Synergy scores: CSS=59.3, Synergy_ZIP=-4.25, Synergy_Bliss=-2.76, Synergy_Loewe=-18.7, Synergy_HSA=1.30.